From a dataset of Catalyst prediction with 721,799 reactions and 888 catalyst types from USPTO. Predict which catalyst facilitates the given reaction. (1) Reactant: [Br:1][C:2]1[N:6]2[N:7]=[C:8]([Cl:12])[CH:9]=[C:10](Br)[C:5]2=[N:4][CH:3]=1.[CH2:13]([O-:15])[CH3:14].[Na+]. Product: [Br:1][C:2]1[N:6]2[N:7]=[C:8]([Cl:12])[CH:9]=[C:10]([O:15][CH2:13][CH3:14])[C:5]2=[N:4][CH:3]=1. The catalyst class is: 8. (2) Reactant: [C:1]1(B(O)O)[CH:6]=[CH:5][CH:4]=[CH:3][CH:2]=1.Cl[C:11]1[C:20]2[C:15](=[CH:16][CH:17]=[CH:18][CH:19]=2)[CH:14]=[CH:13][N:12]=1.C1(C)C=CC=CC=1.C(=O)([O-])[O-].[Na+].[Na+]. Product: [C:1]1([C:11]2[C:20]3[C:15](=[CH:16][CH:17]=[CH:18][CH:19]=3)[CH:14]=[CH:13][N:12]=2)[CH:6]=[CH:5][CH:4]=[CH:3][CH:2]=1. The catalyst class is: 461. (3) Reactant: C(Cl)(=O)C([Cl:4])=O.[O:7]1[C:11]2[CH:12]=[CH:13][CH:14]=[CH:15][C:10]=2[CH:9]=[C:8]1[C:16]([NH:18][C:19]1[CH:24]=[CH:23][C:22]([C:25]2[CH:30]=[CH:29][C:28]([S:31]([OH:34])(=O)=[O:32])=[CH:27][CH:26]=2)=[CH:21][CH:20]=1)=[O:17]. Product: [O:7]1[C:11]2[CH:12]=[CH:13][CH:14]=[CH:15][C:10]=2[CH:9]=[C:8]1[C:16]([NH:18][C:19]1[CH:24]=[CH:23][C:22]([C:25]2[CH:30]=[CH:29][C:28]([S:31]([Cl:4])(=[O:34])=[O:32])=[CH:27][CH:26]=2)=[CH:21][CH:20]=1)=[O:17]. The catalyst class is: 3.